This data is from Forward reaction prediction with 1.9M reactions from USPTO patents (1976-2016). The task is: Predict the product of the given reaction. (1) Given the reactants [Li]CCCC.CCCCCC.CC1(C)CCCC(C)(C)N1.[Br:22][C:23]1[CH:28]=[C:27]([Cl:29])[CH:26]=[CH:25][C:24]=1[F:30].CN([CH:34]=[O:35])C, predict the reaction product. The product is: [Br:22][C:23]1[C:24]([F:30])=[C:25]([CH:26]=[C:27]([Cl:29])[CH:28]=1)[CH:34]=[O:35]. (2) The product is: [F:3][C:4]1[CH:5]=[CH:6][C:7]([C:10]2[C:14]([CH2:15][OH:16])=[C:13]([CH3:18])[O:12][N:11]=2)=[CH:8][CH:9]=1. Given the reactants [BH4-].[Na+].[F:3][C:4]1[CH:9]=[CH:8][C:7]([C:10]2[C:14]([C:15](O)=[O:16])=[C:13]([CH3:18])[O:12][N:11]=2)=[CH:6][CH:5]=1, predict the reaction product. (3) Given the reactants [F:1][C:2]1[CH:7]=[CH:6][C:5]([C:8]2[N:9]=[C:10]3[N:14]([C:15]=2[C:16]2[CH:21]=[CH:20][N:19]=[C:18]([NH:22]C(=O)C)[CH:17]=2)[CH2:13][CH2:12][S:11]3)=[CH:4][CH:3]=1, predict the reaction product. The product is: [F:1][C:2]1[CH:7]=[CH:6][C:5]([C:8]2[N:9]=[C:10]3[N:14]([C:15]=2[C:16]2[CH:21]=[CH:20][N:19]=[C:18]([NH2:22])[CH:17]=2)[CH2:13][CH2:12][S:11]3)=[CH:4][CH:3]=1. (4) Given the reactants [CH3:1][C:2]([N:4](C)C)=O.[F:7][C:8]1[C:9](I)=[C:10](C)[CH:11]=[CH:12][CH:13]=1.C1C=C(Cl)C=C(C(OO)=O)C=1.C1(P(C2C=CC=CC=2)C2C=CC=CC=2)C=CC=CC=1, predict the reaction product. The product is: [F:7][C:8]1[CH:13]=[CH:12][CH:11]=[C:10]([CH3:9])[C:1]=1[C:2]#[N:4]. (5) The product is: [NH2:17][C:16]1[N:15]=[CH:14][N:13]=[C:12]2[N:8]([C:5]3[CH:6]=[CH:7][C:2]([NH:1][C:24]([C:20]4[N:19]([CH3:18])[CH:23]=[CH:22][N:21]=4)=[O:25])=[CH:3][CH:4]=3)[N:9]=[CH:10][C:11]=12. Given the reactants [NH2:1][C:2]1[CH:7]=[CH:6][C:5]([N:8]2[C:12]3=[N:13][CH:14]=[N:15][C:16]([NH2:17])=[C:11]3[CH:10]=[N:9]2)=[CH:4][CH:3]=1.[CH3:18][N:19]1[CH:23]=[CH:22][N:21]=[C:20]1[C:24](O)=[O:25].Cl.CN(C)CCCN=C=NCC.ON1C2C=CC=CC=2N=N1, predict the reaction product. (6) Given the reactants [CH:1]1([C:7]2[CH:15]=[C:14]([CH:16]3[CH2:21][CH2:20][CH2:19][CH2:18][CH2:17]3)[CH:13]=[C:12]([CH:22]3[CH2:27][CH2:26][CH2:25][CH2:24][CH2:23]3)[C:8]=2[C:9]([O-:11])=[O:10])[CH2:6][CH2:5][CH2:4][CH2:3][CH2:2]1.[Na+].COS([O-])(=O)=O.[C:35]1([S+:41]([C:48]2[CH:53]=[CH:52][CH:51]=[CH:50][CH:49]=2)[C:42]2[CH:47]=[CH:46][CH:45]=[CH:44][CH:43]=2)[CH:40]=[CH:39][CH:38]=[CH:37][CH:36]=1.C(C(C)=O)(C)C.C(O)CCCC, predict the reaction product. The product is: [CH:22]1([C:12]2[CH:13]=[C:14]([CH:16]3[CH2:17][CH2:18][CH2:19][CH2:20][CH2:21]3)[CH:15]=[C:7]([CH:1]3[CH2:6][CH2:5][CH2:4][CH2:3][CH2:2]3)[C:8]=2[C:9]([O-:11])=[O:10])[CH2:27][CH2:26][CH2:25][CH2:24][CH2:23]1.[C:48]1([S+:41]([C:35]2[CH:36]=[CH:37][CH:38]=[CH:39][CH:40]=2)[C:42]2[CH:47]=[CH:46][CH:45]=[CH:44][CH:43]=2)[CH:49]=[CH:50][CH:51]=[CH:52][CH:53]=1.